Dataset: Forward reaction prediction with 1.9M reactions from USPTO patents (1976-2016). Task: Predict the product of the given reaction. (1) Given the reactants [Br:1][C:2]1[CH:7]=[CH:6][C:5](/[CH:8]=[CH:9]/[C:10]([N:12]2[CH2:27][CH2:26][C:15]3([CH2:18][N:17]([C:19]([O:21]C(C)(C)C)=O)[CH2:16]3)[CH2:14][CH2:13]2)=[O:11])=[CH:4][CH:3]=1.[F:28][C:29]([F:34])([F:33])C(O)=O, predict the reaction product. The product is: [Br:1][C:2]1[CH:3]=[CH:4][C:5](/[CH:8]=[CH:9]/[C:10]([N:12]2[CH2:27][CH2:26][C:15]3([CH2:18][NH:17]([C:19](=[O:21])[C:29]([F:34])([F:33])[F:28])[CH2:16]3)[CH2:14][CH2:13]2)=[O:11])=[CH:6][CH:7]=1. (2) Given the reactants [C:1]([C:5]1[O:9][N:8]=[C:7]([NH:10][C:11]([NH:13][C:14]2[CH:19]=[CH:18][CH:17]=[C:16]([O:20][C:21]3[C:30]4[C:25](=[CH:26][C:27]([O:33][CH2:34][CH2:35][O:36][CH3:37])=[C:28]([O:31][CH3:32])[CH:29]=4)[N:24]=[CH:23][N:22]=3)[CH:15]=2)=[O:12])[CH:6]=1)([CH3:4])([CH3:3])[CH3:2].[ClH:38].CCOCC, predict the reaction product. The product is: [ClH:38].[C:1]([C:5]1[O:9][N:8]=[C:7]([NH:10][C:11]([NH:13][C:14]2[CH:19]=[CH:18][CH:17]=[C:16]([O:20][C:21]3[C:30]4[C:25](=[CH:26][C:27]([O:33][CH2:34][CH2:35][O:36][CH3:37])=[C:28]([O:31][CH3:32])[CH:29]=4)[N:24]=[CH:23][N:22]=3)[CH:15]=2)=[O:12])[CH:6]=1)([CH3:4])([CH3:2])[CH3:3]. (3) Given the reactants [NH2:1][C:2]1[CH:16]=[CH:15][C:5]([CH2:6][NH:7][C:8](=[O:14])[O:9][C:10]([CH3:13])([CH3:12])[CH3:11])=[CH:4][CH:3]=1.[CH2:17]([N:24]=[C:25]=[O:26])[C:18]1[CH:23]=[CH:22][CH:21]=[CH:20][CH:19]=1.C(N(CC)CC)C, predict the reaction product. The product is: [CH2:17]([NH:24][C:25](=[O:26])[NH:1][C:2]1[CH:16]=[CH:15][C:5]([CH2:6][NH:7][C:8](=[O:14])[O:9][C:10]([CH3:12])([CH3:13])[CH3:11])=[CH:4][CH:3]=1)[C:18]1[CH:23]=[CH:22][CH:21]=[CH:20][CH:19]=1.